From a dataset of Reaction yield outcomes from USPTO patents with 853,638 reactions. Predict the reaction yield, written as a fraction of the theoretical maximum amount of product (1.0 means a 100% yield; for example, 0.34 means a 34% yield). The reactants are Cl[C:2]1[C:7]([I:8])=[CH:6][N:5]=[CH:4][N:3]=1.N1C=CC(=O)NC=1.CCN(CC)CC.[C:23]([N:30]1[CH2:35][CH2:34][NH:33][CH2:32][CH2:31]1)([O:25][C:26]([CH3:29])([CH3:28])[CH3:27])=[O:24]. The catalyst is CN1C(=O)CCC1. The product is [C:26]([O:25][C:23]([N:30]1[CH2:35][CH2:34][N:33]([C:2]2[C:7]([I:8])=[CH:6][N:5]=[CH:4][N:3]=2)[CH2:32][CH2:31]1)=[O:24])([CH3:29])([CH3:27])[CH3:28]. The yield is 0.990.